Task: Predict the reaction yield, written as a fraction of the theoretical maximum amount of product (1.0 means a 100% yield; for example, 0.34 means a 34% yield).. Dataset: Reaction yield outcomes from USPTO patents with 853,638 reactions The product is [C:1]([O:4][C@H:5]1[C@@H:9]([O:10][C:11](=[O:13])[CH3:12])[C@H:8]([N:14]2[CH:22]=[N:21][C:20]3[C:15]2=[N:16][CH:17]=[N:18][C:19]=3[N:31]([CH3:32])[CH3:30])[O:7][C@@H:6]1[CH2:24][O:25][C:26](=[O:28])[CH3:27])(=[O:3])[CH3:2]. The catalyst is C1COCC1. The reactants are [C:1]([O:4][C@H:5]1[C@@H:9]([O:10][C:11](=[O:13])[CH3:12])[C@H:8]([N:14]2[CH:22]=[N:21][C:20]3[C:15]2=[N:16][CH:17]=[N:18][C:19]=3Cl)[O:7][C@@H:6]1[CH2:24][O:25][C:26](=[O:28])[CH3:27])(=[O:3])[CH3:2].Cl.[CH3:30][NH:31][CH3:32].C(N(CC)CC)C.O. The yield is 0.0108.